From a dataset of Reaction yield outcomes from USPTO patents with 853,638 reactions. Predict the reaction yield, written as a fraction of the theoretical maximum amount of product (1.0 means a 100% yield; for example, 0.34 means a 34% yield). (1) The catalyst is ClCCl.C(#N)C. The yield is 0.740. The reactants are CS(Cl)(=O)=O.[F:6][C:7]1[CH:30]=[CH:29][C:10]([CH2:11][C:12]2[S:13][C:14]([C:20]3[C:25]([Cl:26])=[CH:24][N:23]=[C:22]([S:27][CH3:28])[N:21]=3)=[CH:15][C:16]=2[CH2:17][CH2:18]O)=[CH:9][CH:8]=1.C(N(C(C)C)CC)(C)C.[NH:40]1[CH2:45][CH2:44][O:43][CH2:42][CH2:41]1. The product is [F:6][C:7]1[CH:30]=[CH:29][C:10]([CH2:11][C:12]2[S:13][C:14]([C:20]3[C:25]([Cl:26])=[CH:24][N:23]=[C:22]([S:27][CH3:28])[N:21]=3)=[CH:15][C:16]=2[CH2:17][CH2:18][N:40]2[CH2:45][CH2:44][O:43][CH2:42][CH2:41]2)=[CH:9][CH:8]=1. (2) The yield is 0.700. The product is [O:2]1[CH:6]=[CH:5][C:4]([C:7]2[C:15]3[C:10](=[N:11][CH:12]=[C:13]([NH2:16])[CH:14]=3)[NH:9][CH:8]=2)=[CH:3]1. The reactants are Cl.[O:2]1[CH:6]=[CH:5][C:4]([C:7]2[C:15]3[C:10](=[N:11][CH:12]=[C:13]([NH:16]C(=O)OC(C)(C)C)[CH:14]=3)[NH:9][CH:8]=2)=[CH:3]1. The catalyst is CO. (3) The reactants are [S:1]1[CH:5]=[CH:4][C:3]([CH:6]=O)=[CH:2]1.[CH3:8][C:9]([CH3:14])([CH3:13])[C:10](=[O:12])[CH3:11].C[O-].[Na+].O. The catalyst is CO. The product is [CH3:8][C:9]([CH3:14])([CH3:13])[C:10](=[O:12])[CH:11]=[CH:6][C:3]1[CH:4]=[CH:5][S:1][CH:2]=1. The yield is 0.810. (4) The reactants are F[C:2]1[C:27]([N+:28]([O-:30])=[O:29])=[CH:26][CH:25]=[CH:24][C:3]=1[C:4]([NH:6][C:7]1[N:8]([CH3:23])[N:9]=[C:10]([C:16]([F:22])([F:21])[C:17]([F:20])([F:19])[F:18])[C:11]=1[C:12]([F:15])([F:14])[F:13])=[O:5].[C:31](=O)([O-])[O-:32].[K+].[K+]. The catalyst is CO. The product is [CH3:31][O:32][C:2]1[C:27]([N+:28]([O-:30])=[O:29])=[CH:26][CH:25]=[CH:24][C:3]=1[C:4]([NH:6][C:7]1[N:8]([CH3:23])[N:9]=[C:10]([C:16]([F:22])([F:21])[C:17]([F:19])([F:20])[F:18])[C:11]=1[C:12]([F:13])([F:15])[F:14])=[O:5]. The yield is 0.730. (5) The reactants are [Na].[N:2]1[CH:7]=[CH:6][CH:5]=[C:4]([CH2:8][CH2:9][C:10]([O:12][CH3:13])=[O:11])[CH:3]=1.[CH:14](OCC)=[O:15]. The catalyst is CCOCC.O. The product is [CH:14]([CH:9]([CH2:8][C:4]1[CH:3]=[N:2][CH:7]=[CH:6][CH:5]=1)[C:10]([O:12][CH3:13])=[O:11])=[O:15]. The yield is 0.280.